Dataset: Full USPTO retrosynthesis dataset with 1.9M reactions from patents (1976-2016). Task: Predict the reactants needed to synthesize the given product. (1) Given the product [CH2:14]1[C@@H:15]([NH2:19])[C@@H:10]1[C:3]1[CH:4]=[CH:5][CH:6]=[CH:7][CH:8]=1, predict the reactants needed to synthesize it. The reactants are: OC[C:3]1([C:10]2[CH:15]=[CH:14]C=CN=2)[CH2:8][CH2:7][C:6](=O)[CH2:5][CH2:4]1.C1([NH2:19])CC1.[BH-](OC(C)=O)(OC(C)=O)OC(C)=O.[Na+].C([O-])(O)=O.[Na+]. (2) The reactants are: [NH:1]([C:3]1[CH:8]=[CH:7][CH:6]=[CH:5][N:4]=1)[NH2:2].[Br:9][C:10]1[C:18]([CH3:19])=[CH:17][CH:16]=[CH:15][C:11]=1[C:12](O)=O.F[P-](F)(F)(F)(F)F.N1(O[P+](N2CCCC2)(N2CCCC2)N2CCCC2)C2C=CC=CC=2N=N1.CCN(C(C)C)C(C)C.COC1C=CC(P2(SP(C3C=CC(OC)=CC=3)(=S)S2)=S)=CC=1. Given the product [Br:9][C:10]1[C:18]([CH3:19])=[CH:17][CH:16]=[CH:15][C:11]=1[C:12]1[N:4]2[CH:5]=[CH:6][CH:7]=[CH:8][C:3]2=[N:1][N:2]=1, predict the reactants needed to synthesize it. (3) Given the product [O:1]=[C:2]1[NH:3][C:4]2[C:9](/[C:10]/1=[CH:36]\[C:32]1[CH:31]=[C:30]3[C:35]([C:27](/[CH:26]=[CH:25]/[C:22]4[CH:21]=[CH:20][N:19]=[CH:24][CH:23]=4)=[N:28][NH:29]3)=[CH:34][CH:33]=1)=[CH:8][C:7]([NH:11][C:12](=[O:18])[O:13][C:14]([CH3:15])([CH3:17])[CH3:16])=[CH:6][CH:5]=2, predict the reactants needed to synthesize it. The reactants are: [O:1]=[C:2]1[CH2:10][C:9]2[C:4](=[CH:5][CH:6]=[C:7]([NH:11][C:12](=[O:18])[O:13][C:14]([CH3:17])([CH3:16])[CH3:15])[CH:8]=2)[NH:3]1.[N:19]1[CH:24]=[CH:23][C:22](/[CH:25]=[CH:26]/[C:27]2[C:35]3[C:30](=[CH:31][C:32]([CH:36]=O)=[CH:33][CH:34]=3)[NH:29][N:28]=2)=[CH:21][CH:20]=1. (4) Given the product [CH3:1][N:2]1[C:6]([CH2:7][NH:8][C:9]([C:11]2[S:15][C:14]([C:16]([NH:21][NH2:22])=[O:18])=[CH:13][CH:12]=2)=[O:10])=[CH:5][CH:4]=[N:3]1, predict the reactants needed to synthesize it. The reactants are: [CH3:1][N:2]1[C:6]([CH2:7][NH:8][C:9]([C:11]2[S:15][C:14]([C:16]([O:18]C)=O)=[CH:13][CH:12]=2)=[O:10])=[CH:5][CH:4]=[N:3]1.O.[NH2:21][NH2:22]. (5) Given the product [CH3:15][O:14][C:11]1[CH:12]=[C:13]2[C:8](=[CH:9][C:10]=1[O:16][CH3:17])[N:7]=[CH:6][CH:5]=[C:4]2[CH2:3][N:18]1[CH2:19][CH2:20][CH:21]([NH:24][C:25](=[O:31])[O:26][C:27]([CH3:29])([CH3:28])[CH3:30])[CH2:22][CH2:23]1, predict the reactants needed to synthesize it. The reactants are: Cl.Cl[CH2:3][C:4]1[C:13]2[C:8](=[CH:9][C:10]([O:16][CH3:17])=[C:11]([O:14][CH3:15])[CH:12]=2)[N:7]=[CH:6][CH:5]=1.[NH:18]1[CH2:23][CH2:22][CH:21]([NH:24][C:25](=[O:31])[O:26][C:27]([CH3:30])([CH3:29])[CH3:28])[CH2:20][CH2:19]1.C(=O)([O-])[O-].[Cs+].[Cs+].